Dataset: Catalyst prediction with 721,799 reactions and 888 catalyst types from USPTO. Task: Predict which catalyst facilitates the given reaction. (1) Reactant: [C:1]([O:5][CH3:6])(=[O:4])[CH2:2][SH:3].[CH3:7][O:8][C:9]([C:11]1[S:15][C:14]2[CH:16]=[C:17]([C:20]([O:22][C:23]([CH3:26])([CH3:25])[CH3:24])=[O:21])[CH:18]=[CH:19][C:13]=2[C:12]=1OS(C(F)(F)F)(=O)=O)=[O:10].O. Product: [CH3:7][O:8][C:9]([C:11]1[S:15][C:14]2[CH:16]=[C:17]([C:20]([O:22][C:23]([CH3:24])([CH3:25])[CH3:26])=[O:21])[CH:18]=[CH:19][C:13]=2[C:12]=1[S:3][CH2:2][C:1]([O:5][CH3:6])=[O:4])=[O:10]. The catalyst class is: 624. (2) Reactant: C([O:3][C:4](=[O:20])[C:5]1[CH:10]=[CH:9][C:8]([O:11][C:12]2[CH:17]=[CH:16][C:15]([CH:18]=[O:19])=[CH:14][CH:13]=2)=[N:7][CH:6]=1)C.CO.[OH-].[Na+].Cl. Product: [CH:18]([C:15]1[CH:16]=[CH:17][C:12]([O:11][C:8]2[CH:9]=[CH:10][C:5]([C:4]([OH:20])=[O:3])=[CH:6][N:7]=2)=[CH:13][CH:14]=1)=[O:19]. The catalyst class is: 476. (3) Reactant: [Cl:1][C:2]1[CH:7]=[CH:6][C:5]([O:8][CH2:9][CH2:10][O:11][CH3:12])=[CH:4][C:3]=1[CH3:13].C1C(=O)N([Br:21])C(=O)C1.C(OOC(=O)C1C=CC=CC=1)(=O)C1C=CC=CC=1. Product: [Br:21][CH2:13][C:3]1[CH:4]=[C:5]([O:8][CH2:9][CH2:10][O:11][CH3:12])[CH:6]=[CH:7][C:2]=1[Cl:1]. The catalyst class is: 53.